From a dataset of Reaction yield outcomes from USPTO patents with 853,638 reactions. Predict the reaction yield, written as a fraction of the theoretical maximum amount of product (1.0 means a 100% yield; for example, 0.34 means a 34% yield). The reactants are [C:1]1([CH3:13])[CH:6]=[CH:5][C:4]([S:7]([CH2:10][N+:11]#[C-:12])(=[O:9])=[O:8])=[CH:3][CH:2]=1.[CH2:14](I)[CH2:15][CH2:16][CH3:17].ClCCl.[OH-].[Na+]. The catalyst is [I-].C([N+](CCCC)(CCCC)CCCC)CCC.O. The product is [N+:11]([CH:10]([S:7]([C:4]1[CH:3]=[CH:2][C:1]([CH3:13])=[CH:6][CH:5]=1)(=[O:8])=[O:9])[CH2:14][CH2:15][CH2:16][CH3:17])#[C-:12]. The yield is 0.860.